Dataset: Full USPTO retrosynthesis dataset with 1.9M reactions from patents (1976-2016). Task: Predict the reactants needed to synthesize the given product. (1) The reactants are: COC(=O)[C:4]1[CH:9]=[CH:8][CH:7]=[C:6]([S:10][CH:11]([C:13]2[CH:18]=[CH:17][C:16]([O:19][CH2:20][C:21]3[N:22]([C:29]4[C:34]([Cl:35])=[CH:33][CH:32]=[CH:31][C:30]=4[Cl:36])[N:23]=[CH:24][C:25]=3[CH:26]([CH3:28])[CH3:27])=[CH:15][C:14]=2[CH3:37])[CH3:12])[CH:5]=1.[OH-:39].[Li+].[O:41]1[CH2:46]COCC1. Given the product [Cl:35][C:34]1[CH:33]=[CH:32][CH:31]=[C:30]([Cl:36])[C:29]=1[N:22]1[C:21]([CH2:20][O:19][C:16]2[CH:17]=[CH:18][C:13]([CH:11]([S:10][C:6]3[CH:5]=[CH:4][C:9]([C:46]([OH:41])=[O:39])=[CH:8][CH:7]=3)[CH3:12])=[C:14]([CH3:37])[CH:15]=2)=[C:25]([CH:26]([CH3:28])[CH3:27])[CH:24]=[N:23]1, predict the reactants needed to synthesize it. (2) Given the product [CH3:28][C:25]1[C:24]([CH3:29])=[C:23]([NH:22][C:2]([NH2:3])=[NH:1])[O:27][N:26]=1, predict the reactants needed to synthesize it. The reactants are: [NH:1]=[C:2]=[NH:3].C(OC(NC(NC(OC(C)(C)C)=O)=S)=O)(C)(C)C.[NH2:22][C:23]1[O:27][N:26]=[C:25]([CH3:28])[C:24]=1[CH3:29].C(O)C(N)(CO)CO.C(O)(C(F)(F)F)=O.